This data is from Full USPTO retrosynthesis dataset with 1.9M reactions from patents (1976-2016). The task is: Predict the reactants needed to synthesize the given product. (1) Given the product [CH3:26][S:23]([C:11]1[C:12]([C:17]2[N:21]=[C:20]([CH3:22])[O:19][N:18]=2)=[CH:13][C:14]([O:15][CH3:16])=[C:9]([OH:8])[CH:10]=1)(=[O:25])=[O:24], predict the reactants needed to synthesize it. The reactants are: C([O:8][C:9]1[C:14]([O:15][CH3:16])=[CH:13][C:12]([C:17]2[N:21]=[C:20]([CH3:22])[O:19][N:18]=2)=[C:11]([S:23]([CH3:26])(=[O:25])=[O:24])[CH:10]=1)C1C=CC=CC=1.Cl. (2) Given the product [CH3:11][O:10][C:5]1[CH:4]=[C:3]([CH2:2][OH:13])[CH:8]=[C:7]([CH3:9])[CH:6]=1, predict the reactants needed to synthesize it. The reactants are: Br[CH2:2][C:3]1[CH:8]=[C:7]([CH3:9])[CH:6]=[C:5]([O:10][CH3:11])[CH:4]=1.C(=O)([O-])[OH:13].[Na+].O. (3) Given the product [F:21][C:2]([F:1])([F:20])[C:3]1[CH:4]=[C:5]([C@H:13]2[O:17][C:16](=[O:18])[N:15]([CH2:31][C:30]3[C:25]([Cl:24])=[C:26]([CH3:38])[N:27]=[C:28]([S:36][CH3:37])[N:29]=3)[C@H:14]2[CH3:19])[CH:6]=[C:7]([C:9]([F:10])([F:11])[F:12])[CH:8]=1, predict the reactants needed to synthesize it. The reactants are: [F:1][C:2]([F:21])([F:20])[C:3]1[CH:4]=[C:5]([C@H:13]2[O:17][C:16](=[O:18])[NH:15][C@H:14]2[CH3:19])[CH:6]=[C:7]([C:9]([F:12])([F:11])[F:10])[CH:8]=1.[H-].[Na+].[Cl:24][C:25]1[C:26]([CH3:38])=[N:27][C:28]([S:36][CH3:37])=[N:29][C:30]=1[CH2:31]S(C)(=O)=O.[NH4+].[Cl-]. (4) Given the product [CH2:1]([S:7][C:8]1[N:13]=[C:12]([CH2:14][N:20]2[CH2:25][CH2:24][O:23][CH2:22][CH2:21]2)[CH:11]=[C:10]([C:16]([F:19])([F:18])[F:17])[N:9]=1)[CH2:2][CH2:3][CH2:4][CH2:5][CH3:6], predict the reactants needed to synthesize it. The reactants are: [CH2:1]([S:7][C:8]1[N:13]=[C:12]([CH:14]=O)[CH:11]=[C:10]([C:16]([F:19])([F:18])[F:17])[N:9]=1)[CH2:2][CH2:3][CH2:4][CH2:5][CH3:6].[NH:20]1[CH2:25][CH2:24][O:23][CH2:22][CH2:21]1.C(O)(=O)C. (5) The reactants are: [F:1][C:2]1[CH:18]=[CH:17][CH:16]=[C:15]([F:19])[C:3]=1[C:4]([NH:6][C:7]1[C:8]([C:12]([OH:14])=[O:13])=[N:9][NH:10][CH:11]=1)=[O:5].FC1C=C(OC)C=C(F)C=1[C:23](O)=[O:24]. Given the product [F:19][C:15]1[CH:16]=[C:17]([O:24][CH3:23])[CH:18]=[C:2]([F:1])[C:3]=1[C:4]([NH:6][C:7]1[C:8]([C:12]([OH:14])=[O:13])=[N:9][NH:10][CH:11]=1)=[O:5], predict the reactants needed to synthesize it. (6) Given the product [Cl:1][C:2]1[CH:3]=[C:4]([CH:8]2[C:17]3[CH:16]=[C:15]([C:18]([C:26]4[CH:31]=[CH:30][C:29]([F:32])=[CH:28][CH:27]=4)([C:20]4[N:24]([CH3:25])[CH:23]=[N:22][CH:21]=4)[OH:19])[CH:14]=[CH:13][C:12]=3[NH:11][C:10]3=[N:35][N:34]=[N:33][N:9]23)[CH:5]=[CH:6][CH:7]=1, predict the reactants needed to synthesize it. The reactants are: [Cl:1][C:2]1[CH:3]=[C:4]([CH:8]2[C:17]3[C:12](=[CH:13][CH:14]=[C:15]([C:18]([C:26]4[CH:31]=[CH:30][C:29]([F:32])=[CH:28][CH:27]=4)([C:20]4[N:24]([CH3:25])[CH:23]=[N:22][CH:21]=4)[OH:19])[CH:16]=3)[N:11]3[N:33]=[N:34][N:35]=[C:10]3[NH:9]2)[CH:5]=[CH:6][CH:7]=1. (7) Given the product [CH2:24]([S:1][C:2]1[C:11]([C:12]([O:14][CH2:15][CH3:16])=[O:13])=[C:10]([CH3:17])[C:9]2[C:4](=[CH:5][CH:6]=[N:7][CH:8]=2)[N:3]=1)[CH3:25], predict the reactants needed to synthesize it. The reactants are: [SH:1][C:2]1[C:11]([C:12]([O:14][CH2:15][CH3:16])=[O:13])=[C:10]([CH3:17])[C:9]2[C:4](=[CH:5][CH:6]=[N:7][CH:8]=2)[N:3]=1.C([O-])([O-])=O.[K+].[K+].[CH2:24](I)[CH3:25].